This data is from Full USPTO retrosynthesis dataset with 1.9M reactions from patents (1976-2016). The task is: Predict the reactants needed to synthesize the given product. (1) Given the product [OH:10][CH:3]([C:4]1[CH:9]=[CH:8][CH:7]=[CH:6][CH:5]=1)[C:2]1[N:1]=[C:13]([C@H:15]2[CH2:19][CH2:18][C@H:17]([NH:20][C:21](=[O:27])[O:22][C:23]([CH3:26])([CH3:25])[CH3:24])[CH2:16]2)[O:12][N:11]=1, predict the reactants needed to synthesize it. The reactants are: [NH2:1]/[C:2](=[N:11]\[O:12][C:13]([C@H:15]1[CH2:19][CH2:18][C@H:17]([NH:20][C:21](=[O:27])[O:22][C:23]([CH3:26])([CH3:25])[CH3:24])[CH2:16]1)=O)/[CH:3]([OH:10])[C:4]1[CH:9]=[CH:8][CH:7]=[CH:6][CH:5]=1.O.O.O.C([O-])(=O)C.[Na+]. (2) The reactants are: [Br:1][C:2]1[N:7]=[C:6]([CH2:8]O)[CH:5]=[CH:4][CH:3]=1.C(N(C(C)C)CC)(C)C.CS(OS(C)(=O)=O)(=O)=O.[Br-:28].[Li+].C(=O)(O)[O-].[Na+]. Given the product [Br:1][C:2]1[CH:3]=[CH:4][CH:5]=[C:6]([CH2:8][Br:28])[N:7]=1, predict the reactants needed to synthesize it. (3) Given the product [CH2:1]([O:5][C:6]1[CH:10]=[C:9](/[CH:11]=[CH:12]/[C:13]([OH:15])=[O:14])[N:8]([CH2:18][C:19]2[CH:24]=[CH:23][C:22]([C:25]([F:28])([F:27])[F:26])=[CH:21][C:20]=2[Cl:29])[N:7]=1)[CH2:2][CH2:3][CH3:4], predict the reactants needed to synthesize it. The reactants are: [CH2:1]([O:5][C:6]1[CH:10]=[C:9](/[CH:11]=[CH:12]/[C:13]([O:15]CC)=[O:14])[N:8]([CH2:18][C:19]2[CH:24]=[CH:23][C:22]([C:25]([F:28])([F:27])[F:26])=[CH:21][C:20]=2[Cl:29])[N:7]=1)[CH2:2][CH2:3][CH3:4].[OH-].[Na+].O1CCCC1. (4) Given the product [CH3:17][O:6][C:5](=[O:7])[C@H:4]([CH:1]1[CH2:3][CH2:2]1)[NH:8][C@H:9]([C:11]1[CH:16]=[CH:15][CH:14]=[CH:13][CH:12]=1)[CH3:10], predict the reactants needed to synthesize it. The reactants are: [CH:1]1([C@H:4]([NH:8][C@H:9]([C:11]2[CH:16]=[CH:15][CH:14]=[CH:13][CH:12]=2)[CH3:10])[C:5]([OH:7])=[O:6])[CH2:3][CH2:2]1.[CH3:17][Si](C=[N+]=[N-])(C)C.C([O-])(O)=O.[Na+]. (5) The reactants are: [CH3:1][C:2]1([C:8]2[CH:13]=[CH:12][CH:11]=[CH:10][CH:9]=2)[CH2:7][CH2:6][NH:5][CH2:4][CH2:3]1.Br.Br[CH2:16][CH2:17][CH2:18][NH2:19].C(=O)([O-])[O-].[K+].[K+]. Given the product [NH2:19][CH2:18][CH2:17][CH2:16][N:5]1[CH2:4][CH2:3][C:2]([CH3:1])([C:8]2[CH:13]=[CH:12][CH:11]=[CH:10][CH:9]=2)[CH2:7][CH2:6]1, predict the reactants needed to synthesize it. (6) Given the product [C:1]([C:5]1[CH:6]=[C:7]([CH:11]=[C:12]([I:17])[C:13]=1[OH:14])[C:8]([OH:10])=[O:9])([CH3:4])([CH3:2])[CH3:3], predict the reactants needed to synthesize it. The reactants are: [C:1]([C:5]1[CH:6]=[C:7]([CH:11]=[CH:12][C:13]=1[OH:14])[C:8]([OH:10])=[O:9])([CH3:4])([CH3:3])[CH3:2].[OH-].[Na+].[I-:17].[Na+].Cl[O-].[Na+].S([O-])([O-])(=O)=S.[Na+].[Na+]. (7) Given the product [ClH:31].[Cl:31][C:28]1[CH:29]=[CH:30][C:25]([O:24][CH:21]2[CH2:22][CH2:23][N:18]([C:16](=[O:17])[C@@H:15]([NH2:14])[CH3:32])[CH2:19][CH2:20]2)=[CH:26][CH:27]=1, predict the reactants needed to synthesize it. The reactants are: O1CCOCC1.Cl.C(OC(=O)[NH:14][C@@H:15]([CH3:32])[C:16]([N:18]1[CH2:23][CH2:22][CH:21]([O:24][C:25]2[CH:30]=[CH:29][C:28]([Cl:31])=[CH:27][CH:26]=2)[CH2:20][CH2:19]1)=[O:17])(C)(C)C. (8) Given the product [CH2:20]([C:10]1([CH2:28][CH2:29][CH2:30][CH2:31][CH2:32][CH2:33][CH2:34][CH3:35])[C:9]2[CH:8]=[C:7]([B:36]([OH:41])[OH:37])[CH:19]=[CH:18][C:17]=2[C:16]2[C:11]1=[CH:12][CH:13]=[CH:14][CH:15]=2)[CH2:21][CH2:22][CH2:23][CH2:24][CH2:25][CH2:26][CH3:27], predict the reactants needed to synthesize it. The reactants are: [Li]CCCC.Br[C:7]1[CH:19]=[CH:18][C:17]2[C:16]3[C:11](=[CH:12][CH:13]=[CH:14][CH:15]=3)[C:10]([CH2:28][CH2:29][CH2:30][CH2:31][CH2:32][CH2:33][CH2:34][CH3:35])([CH2:20][CH2:21][CH2:22][CH2:23][CH2:24][CH2:25][CH2:26][CH3:27])[C:9]=2[CH:8]=1.[B:36](OC(C)C)([O:41]C(C)C)[O:37]C(C)C. (9) Given the product [Cl:1][C:2]1[CH:9]=[C:8]([N+:10]([O-:12])=[O:11])[CH:7]=[CH:6][C:3]=1[CH2:4][NH:26][C:25]1[CH:27]=[CH:28][CH:29]=[C:23]([F:22])[CH:24]=1, predict the reactants needed to synthesize it. The reactants are: [Cl:1][C:2]1[CH:9]=[C:8]([N+:10]([O-:12])=[O:11])[CH:7]=[CH:6][C:3]=1[CH2:4]Br.C(N(C(C)C)CC)(C)C.[F:22][C:23]1[CH:24]=[C:25]([CH:27]=[CH:28][CH:29]=1)[NH2:26]. (10) Given the product [Cl:7][C:8]1[N:9]=[C:10]([N:1]2[CH2:6][CH2:5][NH:4][CH2:3][CH2:2]2)[CH:11]=[CH:12][CH:13]=1, predict the reactants needed to synthesize it. The reactants are: [NH:1]1[CH2:6][CH2:5][NH:4][CH2:3][CH2:2]1.[Cl:7][C:8]1[CH:13]=[CH:12][CH:11]=[C:10](Cl)[N:9]=1.C(=O)([O-])O.[Na+].